Task: Predict the product of the given reaction.. Dataset: Forward reaction prediction with 1.9M reactions from USPTO patents (1976-2016) (1) Given the reactants C(O[CH:4]([O:12]CC)[C:5]1[CH:10]=[CH:9][C:8](Br)=[CH:7][CH:6]=1)C.[Li][CH2:16][CH2:17][CH2:18]C.CN1CCN(C)[C:23](=[O:28])[C:22]1=[O:29].[CH2:30]1[CH2:34][O:33][CH2:32][CH2:31]1, predict the reaction product. The product is: [C:23]([C:8]1[CH:7]=[CH:6][C:5]([CH:4]=[O:12])=[CH:10][CH:9]=1)(=[O:28])[C:22]([C:16]1[CH:32]=[CH:31][C:30]([CH:34]=[O:33])=[CH:18][CH:17]=1)=[O:29]. (2) Given the reactants [Cl:1][C:2]1[CH:24]=[CH:23][C:5]([CH2:6][N:7]2[C:12](=[O:13])[C:11](Br)=[N:10][N:9]([C:15]3[CH:20]=[CH:19][CH:18]=[CH:17][C:16]=3[OH:21])[C:8]2=[O:22])=[CH:4][CH:3]=1.[CH3:25][O-:26].[Na+], predict the reaction product. The product is: [Cl:1][C:2]1[CH:24]=[CH:23][C:5]([CH2:6][N:7]2[C:12](=[O:13])[C:11]([O:26][CH3:25])=[N:10][N:9]([C:15]3[CH:20]=[CH:19][CH:18]=[CH:17][C:16]=3[OH:21])[C:8]2=[O:22])=[CH:4][CH:3]=1. (3) Given the reactants [CH3:1][N:2]1[CH2:8][C@H:7]2[C@@H:3]1[CH2:4][N:5]([C:9]1[N:10]=[N:11][C:12]([C:15]3[CH:20]=[CH:19][CH:18]=[CH:17][CH:16]=3)=[CH:13][CH:14]=1)[CH2:6]2.O.[C:22]1([CH3:32])[CH:27]=[CH:26][C:25]([S:28]([OH:31])(=[O:30])=[O:29])=[CH:24][CH:23]=1, predict the reaction product. The product is: [C:22]1([CH3:32])[CH:23]=[CH:24][C:25]([S:28]([OH:31])(=[O:29])=[O:30])=[CH:26][CH:27]=1.[CH3:1][N:2]1[CH2:8][C@H:7]2[C@@H:3]1[CH2:4][N:5]([C:9]1[N:10]=[N:11][C:12]([C:15]3[CH:16]=[CH:17][CH:18]=[CH:19][CH:20]=3)=[CH:13][CH:14]=1)[CH2:6]2.